This data is from Acute oral toxicity (LD50) regression data from Zhu et al.. The task is: Regression/Classification. Given a drug SMILES string, predict its toxicity properties. Task type varies by dataset: regression for continuous values (e.g., LD50, hERG inhibition percentage) or binary classification for toxic/non-toxic outcomes (e.g., AMES mutagenicity, cardiotoxicity, hepatotoxicity). Dataset: ld50_zhu. (1) The compound is Cc1cc(=O)[nH]o1. The rat oral LD50 is 1.50, given as -log10 of the dose in mol/kg body weight (higher means more acutely toxic). (2) The molecule is CC1(C2CCC3(C)OC3C2)CO1. The rat oral LD50 is 1.48, given as -log10 of the dose in mol/kg body weight (higher means more acutely toxic). (3) The molecule is CC(C)CC(C)OC(=O)C=CC(=O)OC(C)CC(C)C. The rat oral LD50 is 1.59, given as -log10 of the dose in mol/kg body weight (higher means more acutely toxic).